This data is from Reaction yield outcomes from USPTO patents with 853,638 reactions. The task is: Predict the reaction yield, written as a fraction of the theoretical maximum amount of product (1.0 means a 100% yield; for example, 0.34 means a 34% yield). (1) The reactants are [Br:1][C:2]1[C:3]([F:27])=[C:4]([F:26])[C:5]([NH:17][C:18]2[CH:23]=[CH:22][C:21](I)=[CH:20][C:19]=2[F:25])=[C:6]([CH:16]=1)[C:7]([NH:9][O:10][CH2:11][CH:12]([OH:15])[CH2:13][OH:14])=[O:8].C(N(CC)CC)C. The catalyst is O1CCCC1.[Ni]. The product is [Br:1][C:2]1[C:3]([F:27])=[C:4]([F:26])[C:5]([NH:17][C:18]2[CH:23]=[CH:22][CH:21]=[CH:20][C:19]=2[F:25])=[C:6]([CH:16]=1)[C:7]([NH:9][O:10][CH2:11][CH:12]([OH:15])[CH2:13][OH:14])=[O:8]. The yield is 0.300. (2) The reactants are C[O:2][C:3]1[CH:11]=[CH:10][C:6]2[CH:7]=[N:8][S:9][C:5]=2[CH:4]=1.Cl.N1C=CC=CC=1. No catalyst specified. The product is [S:9]1[C:5]2[CH:4]=[C:3]([OH:2])[CH:11]=[CH:10][C:6]=2[CH:7]=[N:8]1. The yield is 0.830. (3) The reactants are [Br:1][C:2]1[C:11]([OH:12])=[CH:10][CH:9]=[C:8]2[C:3]=1[CH:4]=[CH:5][C:6]([C:13]1[O:14][C:15]3[CH:27]=[CH:26][CH:25]=[CH:24][C:16]=3[C:17]=1[C:18](=[O:23])[CH2:19][CH2:20][CH2:21][CH3:22])=[CH:7]2.[H-].[Na+].Br[CH2:31][C:32]#[N:33].Cl. The catalyst is CN(C=O)C.O. The product is [Br:1][C:2]1[C:3]2[C:8](=[CH:7][C:6]([C:13]3[O:14][C:15]4[CH:27]=[CH:26][CH:25]=[CH:24][C:16]=4[C:17]=3[C:18](=[O:23])[CH2:19][CH2:20][CH2:21][CH3:22])=[CH:5][CH:4]=2)[CH:9]=[CH:10][C:11]=1[O:12][CH2:31][C:32]#[N:33]. The yield is 0.600. (4) The reactants are N[C:2]1[CH:3]=[C:4]([C@@H:9]2[CH2:13][NH:12][C:11](=[O:14])[CH2:10]2)[CH:5]=[CH:6][C:7]=1[Cl:8].Cl.N([O-])=O.[Na+].[I-:20].[K+]. The catalyst is O.CC(O)C.C(Cl)Cl. The product is [Cl:8][C:7]1[CH:6]=[CH:5][C:4]([C@@H:9]2[CH2:13][NH:12][C:11](=[O:14])[CH2:10]2)=[CH:3][C:2]=1[I:20]. The yield is 0.750. (5) The reactants are [O:1]=[S:2]1(=[O:23])[C:19]2[C:14](=[CH:15][CH:16]=[CH:17][CH:18]=2)[C:13]2[C:4](=[C:5]3[C:10](=[CH:11][CH:12]=2)[C:9]([C:20](O)=[O:21])=[CH:8][CH:7]=[N:6]3)[NH:3]1.[CH3:24][NH:25][CH3:26].CCN=C=NCCCN(C)C.Cl.C1C=CC2N(O)N=NC=2C=1.CCN(C(C)C)C(C)C. The catalyst is CN(C=O)C. The product is [CH3:24][N:25]([CH3:26])[C:20]([C:9]1[C:10]2[C:5](=[C:4]3[C:13](=[CH:12][CH:11]=2)[C:14]2[C:19](=[CH:18][CH:17]=[CH:16][CH:15]=2)[S:2](=[O:23])(=[O:1])[NH:3]3)[N:6]=[CH:7][CH:8]=1)=[O:21]. The yield is 0.260. (6) The catalyst is C1COCC1. The yield is 0.860. The reactants are N[C@H]([C:5](O)=[O:6])C[SeH].[Li]CCCC.[Si]([O:20][C:21]1[CH:26]=[C:25]([F:27])[CH:24]=[C:23]([Cl:28])[CH:22]=1)(C(C)(C)C)(C)C.CN(CCN(C)C)C.CN(C=O)C.Cl. The product is [OH:20][C:21]1[CH:26]=[C:25]([F:27])[C:24]([CH:5]=[O:6])=[C:23]([Cl:28])[CH:22]=1. (7) The reactants are [Cl:1][C:2]1[C:3]([OH:31])=[C:4]([S:9]([N:12]([CH2:21][C:22]2[CH:30]=[CH:29][C:25]([C:26]([OH:28])=O)=[CH:24][CH:23]=2)[CH2:13][C:14]2[CH:19]=[CH:18][C:17]([F:20])=[CH:16][CH:15]=2)(=[O:11])=[O:10])[CH:5]=[C:6]([Cl:8])[CH:7]=1.[Cl:32][C:33]1[CH:34]=[C:35]([CH:46]=[C:47]([Cl:49])[CH:48]=1)[CH2:36][NH:37][CH2:38][C:39]1[CH:44]=[CH:43][C:42]([F:45])=[CH:41][CH:40]=1.CN(C(ON1N=NC2C=CC=NC1=2)=[N+](C)C)C.F[P-](F)(F)(F)(F)F.CCN(C(C)C)C(C)C. The catalyst is CN(C=O)C. The product is [Cl:1][C:2]1[C:3]([OH:31])=[C:4]([S:9]([N:12]([CH2:21][C:22]2[CH:30]=[CH:29][C:25]([C:26]([N:37]([CH2:36][C:35]3[CH:46]=[C:47]([Cl:49])[CH:48]=[C:33]([Cl:32])[CH:34]=3)[CH2:38][C:39]3[CH:44]=[CH:43][C:42]([F:45])=[CH:41][CH:40]=3)=[O:28])=[CH:24][CH:23]=2)[CH2:13][C:14]2[CH:15]=[CH:16][C:17]([F:20])=[CH:18][CH:19]=2)(=[O:11])=[O:10])[CH:5]=[C:6]([Cl:8])[CH:7]=1. The yield is 0.510.